This data is from Forward reaction prediction with 1.9M reactions from USPTO patents (1976-2016). The task is: Predict the product of the given reaction. (1) Given the reactants [H-].[Na+].[F:3][C:4]1[CH:9]=[CH:8][CH:7]=[CH:6][C:5]=1[C:10]1[C:14]([CH2:15][OH:16])=[C:13]([CH3:17])[O:12][N:11]=1.Cl[C:19]1[CH:28]=[CH:27][C:22]([C:23]([O:25][CH3:26])=[O:24])=[CH:21][N:20]=1.[Cl-].[Na+], predict the reaction product. The product is: [CH3:26][O:25][C:23](=[O:24])[C:22]1[CH:27]=[CH:28][C:19]([O:16][CH2:15][C:14]2[C:10]([C:5]3[CH:6]=[CH:7][CH:8]=[CH:9][C:4]=3[F:3])=[N:11][O:12][C:13]=2[CH3:17])=[N:20][CH:21]=1. (2) Given the reactants [NH2:1][C:2]1[N:10]=[CH:9][N:8]=[C:7]2[C:3]=1[N:4]=[CH:5][N:6]2[C@H:11]1[C@@H:15]2[O:16][C:17]([CH3:20])([CH3:19])[O:18][C@@H:14]2[C@@H:13]([CH2:21][N:22]([CH:27]([CH3:29])[CH3:28])[CH2:23][CH2:24][CH2:25][NH2:26])[O:12]1.[Cl:30][C:31]1[CH:36]=[CH:35][CH:34]=[C:33]([N:37]=[C:38]=[O:39])[CH:32]=1.O, predict the reaction product. The product is: [NH2:1][C:2]1[N:10]=[CH:9][N:8]=[C:7]2[C:3]=1[N:4]=[CH:5][N:6]2[C@H:11]1[C@@H:15]2[O:16][C:17]([CH3:19])([CH3:20])[O:18][C@@H:14]2[C@@H:13]([CH2:21][N:22]([CH:27]([CH3:29])[CH3:28])[CH2:23][CH2:24][CH2:25][NH:26][C:38]([NH:37][C:33]2[CH:34]=[CH:35][CH:36]=[C:31]([Cl:30])[CH:32]=2)=[O:39])[O:12]1. (3) The product is: [Cl:12][C:13]1[CH:14]=[C:15]([N+:1]([O-:4])=[O:2])[C:16]2[O:21][C:10]([C:9]([O:8][CH2:5][CH3:6])=[O:11])=[CH:18][C:17]=2[CH:20]=1. Given the reactants [N+:1]([O-:4])(O)=[O:2].[C:5]([O:8][C:9](=[O:11])[CH3:10])(=O)[CH3:6].[Cl:12][C:13]1[CH:20]=[C:17]([CH:18]=O)[C:16]([OH:21])=[CH:15][CH:14]=1.C(=O)(O)[O-].[Na+].C(=O)([O-])[O-].[K+].[K+].BrCC(OCC)=O, predict the reaction product. (4) The product is: [Cl:36][C:35]1[CH:34]=[CH:33][CH:32]=[C:31]([Cl:37])[C:30]=1[C:23]1[C:22]([CH2:21][O:20][C:17]2[CH:18]=[CH:19][C:14]([C:10]3[CH:9]=[C:8]4[C:13]([C:5]([C:3]([OH:4])=[O:2])=[CH:6][N:7]4[CH2:39][CH2:40][S:41]([CH3:44])(=[O:42])=[O:43])=[CH:12][CH:11]=3)=[C:15]([CH3:38])[CH:16]=2)=[C:26]([CH:27]([CH3:29])[CH3:28])[O:25][N:24]=1. Given the reactants C[O:2][C:3]([C:5]1[C:13]2[C:8](=[CH:9][C:10]([C:14]3[CH:19]=[CH:18][C:17]([O:20][CH2:21][C:22]4[C:23]([C:30]5[C:35]([Cl:36])=[CH:34][CH:33]=[CH:32][C:31]=5[Cl:37])=[N:24][O:25][C:26]=4[CH:27]([CH3:29])[CH3:28])=[CH:16][C:15]=3[CH3:38])=[CH:11][CH:12]=2)[N:7]([CH2:39][CH2:40][S:41]([CH3:44])(=[O:43])=[O:42])[CH:6]=1)=[O:4].CO.[OH-].[Na+], predict the reaction product.